This data is from NCI-60 drug combinations with 297,098 pairs across 59 cell lines. The task is: Regression. Given two drug SMILES strings and cell line genomic features, predict the synergy score measuring deviation from expected non-interaction effect. (1) Drug 1: CC1C(C(CC(O1)OC2CC(CC3=C2C(=C4C(=C3O)C(=O)C5=C(C4=O)C(=CC=C5)OC)O)(C(=O)C)O)N)O.Cl. Drug 2: CCC1(CC2CC(C3=C(CCN(C2)C1)C4=CC=CC=C4N3)(C5=C(C=C6C(=C5)C78CCN9C7C(C=CC9)(C(C(C8N6C)(C(=O)OC)O)OC(=O)C)CC)OC)C(=O)OC)O.OS(=O)(=O)O. Cell line: U251. Synergy scores: CSS=51.2, Synergy_ZIP=-1.87, Synergy_Bliss=-3.26, Synergy_Loewe=-6.38, Synergy_HSA=-1.51. (2) Drug 1: C1=CC(=C2C(=C1NCCNCCO)C(=O)C3=C(C=CC(=C3C2=O)O)O)NCCNCCO. Drug 2: C1C(C(OC1N2C=C(C(=O)NC2=O)F)CO)O. Cell line: EKVX. Synergy scores: CSS=31.9, Synergy_ZIP=-11.2, Synergy_Bliss=-3.87, Synergy_Loewe=-7.04, Synergy_HSA=-2.24. (3) Drug 1: C1C(C(OC1N2C=C(C(=O)NC2=O)F)CO)O. Drug 2: C1CN(P(=O)(OC1)NCCCl)CCCl. Cell line: SK-MEL-5. Synergy scores: CSS=1.19, Synergy_ZIP=-1.79, Synergy_Bliss=1.41, Synergy_Loewe=-8.42, Synergy_HSA=-0.540. (4) Drug 1: C1=CC(=CC=C1C#N)C(C2=CC=C(C=C2)C#N)N3C=NC=N3. Drug 2: COC1=NC(=NC2=C1N=CN2C3C(C(C(O3)CO)O)O)N. Cell line: NCI-H322M. Synergy scores: CSS=-4.79, Synergy_ZIP=3.79, Synergy_Bliss=3.06, Synergy_Loewe=-5.03, Synergy_HSA=-4.98. (5) Drug 1: CC1C(C(CC(O1)OC2CC(CC3=C2C(=C4C(=C3O)C(=O)C5=C(C4=O)C(=CC=C5)OC)O)(C(=O)C)O)N)O.Cl. Drug 2: C1=CC=C(C(=C1)C(C2=CC=C(C=C2)Cl)C(Cl)Cl)Cl. Cell line: NCI-H522. Synergy scores: CSS=24.5, Synergy_ZIP=-2.78, Synergy_Bliss=5.44, Synergy_Loewe=6.34, Synergy_HSA=6.24. (6) Drug 1: B(C(CC(C)C)NC(=O)C(CC1=CC=CC=C1)NC(=O)C2=NC=CN=C2)(O)O. Drug 2: N.N.Cl[Pt+2]Cl. Cell line: SN12C. Synergy scores: CSS=45.4, Synergy_ZIP=-5.40, Synergy_Bliss=1.99, Synergy_Loewe=-3.26, Synergy_HSA=1.47. (7) Drug 1: CC1=CC=C(C=C1)C2=CC(=NN2C3=CC=C(C=C3)S(=O)(=O)N)C(F)(F)F. Drug 2: COCCOC1=C(C=C2C(=C1)C(=NC=N2)NC3=CC=CC(=C3)C#C)OCCOC.Cl. Cell line: SNB-75. Synergy scores: CSS=1.07, Synergy_ZIP=0.638, Synergy_Bliss=1.68, Synergy_Loewe=0.0494, Synergy_HSA=0.461.